Dataset: Forward reaction prediction with 1.9M reactions from USPTO patents (1976-2016). Task: Predict the product of the given reaction. (1) Given the reactants Cl[C:2]1[N:7]=[C:6]([O:8][CH2:9][CH2:10][CH2:11][CH2:12][N:13]2[CH2:22][CH2:21][C:20]3[C:15](=[CH:16][CH:17]=[CH:18][CH:19]=3)[CH2:14]2)[CH:5]=[CH:4][CH:3]=1.[NH:23]1[CH:27]=[CH:26][C:25](B(O)O)=[N:24]1.C(=O)([O-])[O-].[Cs+].[Cs+], predict the reaction product. The product is: [NH:23]1[CH:27]=[CH:26][C:25]([C:2]2[N:7]=[C:6]([O:8][CH2:9][CH2:10][CH2:11][CH2:12][N:13]3[CH2:22][CH2:21][C:20]4[C:15](=[CH:16][CH:17]=[CH:18][CH:19]=4)[CH2:14]3)[CH:5]=[CH:4][CH:3]=2)=[N:24]1. (2) Given the reactants [CH:1]([C:3]1[C:12]2[C:7](=[CH:8][CH:9]=[CH:10][CH:11]=2)[C:6]([O:13][C:14]2[CH:21]=[CH:20][C:17]([C:18]#[N:19])=[CH:16][N:15]=2)=[CH:5][CH:4]=1)=O.C(O)(=O)C.[CH3:26][CH:27]([CH3:31])[CH2:28][CH2:29][NH2:30].[BH-](OC(C)=O)(OC(C)=O)OC(C)=O.[Na+].[ClH:46].O1CCOCC1, predict the reaction product. The product is: [ClH:46].[CH3:26][CH:27]([CH3:31])[CH2:28][CH2:29][NH:30][CH2:1][C:3]1[C:12]2[C:7](=[CH:8][CH:9]=[CH:10][CH:11]=2)[C:6]([O:13][C:14]2[CH:21]=[CH:20][C:17]([C:18]#[N:19])=[CH:16][N:15]=2)=[CH:5][CH:4]=1. (3) The product is: [Br:1][C:2]1[CH:3]=[C:4]2[C:8](=[C:9]([C:15]#[N:16])[CH:10]=1)[NH:7][CH:6]=[C:5]2[CH:12]([CH3:14])[CH3:13]. Given the reactants [Br:1][C:2]1[CH:3]=[C:4]2[C:8](=[C:9](I)[CH:10]=1)[NH:7][CH:6]=[C:5]2[CH:12]([CH3:14])[CH3:13].[CH3:15][N:16](C=O)C, predict the reaction product. (4) Given the reactants [C:1]([C:3]1[CH:4]=[C:5]([C:17](=[O:25])[C:18]2[CH:23]=[CH:22][C:21](F)=[CH:20][CH:19]=2)[N:6]2[C:15]3[C:10](=[CH:11][CH:12]=[C:13]([CH3:16])[CH:14]=3)[CH:9]=[CH:8][C:7]=12)#[N:2].[NH:26]1[CH:30]=[CH:29][N:28]=[CH:27]1, predict the reaction product. The product is: [C:1]([C:3]1[CH:4]=[C:5]([C:17](=[O:25])[C:18]2[CH:23]=[CH:22][C:21]([N:26]3[CH:30]=[CH:29][N:28]=[CH:27]3)=[CH:20][CH:19]=2)[N:6]2[C:15]3[C:10](=[CH:11][CH:12]=[C:13]([CH3:16])[CH:14]=3)[CH:9]=[CH:8][C:7]=12)#[N:2]. (5) Given the reactants [CH3:1][N:2]1[C:6](/[C:7](=[N:14]\[O:15][CH2:16][C:17]2[N:22]=[C:21]([NH:23]C(=O)OC(C)(C)C)[CH:20]=[CH:19][CH:18]=2)/[C:8]2[CH:13]=[CH:12][CH:11]=[CH:10][N:9]=2)=[N:5][C:4](=[O:31])[O:3]1.C(O)(C(F)(F)F)=O.C([O-])(O)=O.[Na+], predict the reaction product. The product is: [NH2:23][C:21]1[N:22]=[C:17]([CH2:16][O:15]/[N:14]=[C:7](/[C:8]2[CH:13]=[CH:12][CH:11]=[CH:10][N:9]=2)\[C:6]2[N:2]([CH3:1])[O:3][C:4](=[O:31])[N:5]=2)[CH:18]=[CH:19][CH:20]=1. (6) Given the reactants [Cl:1][C:2]1[N:10]=[C:9]2[C:5]([N:6]=[CH:7][N:8]2[CH:11]([CH3:13])[CH3:12])=[C:4](Cl)[N:3]=1.[CH:15]1([CH2:18][NH2:19])[CH2:17][CH2:16]1.CCN(CC)CC, predict the reaction product. The product is: [Cl:1][C:2]1[N:10]=[C:9]2[C:5]([N:6]=[CH:7][N:8]2[CH:11]([CH3:13])[CH3:12])=[C:4]([NH:19][CH2:18][CH:15]2[CH2:17][CH2:16]2)[N:3]=1.